Dataset: Forward reaction prediction with 1.9M reactions from USPTO patents (1976-2016). Task: Predict the product of the given reaction. The product is: [CH2:1]([O:4][C:5](=[O:16])[CH2:6][C:7]1[CH:12]=[CH:11][C:10]([O:13][CH2:24][C:25](=[O:26])[N:27]([CH2:30][CH3:31])[CH2:28][CH3:29])=[C:9]([O:14][CH3:15])[CH:8]=1)[CH2:2][CH3:3]. Given the reactants [CH2:1]([O:4][C:5](=[O:16])[CH2:6][C:7]1[CH:12]=[CH:11][C:10]([OH:13])=[C:9]([O:14][CH3:15])[CH:8]=1)[CH2:2][CH3:3].C([O-])([O-])=O.[K+].[K+].Cl[CH2:24][C:25]([N:27]([CH2:30][CH3:31])[CH2:28][CH3:29])=[O:26], predict the reaction product.